This data is from NCI-60 drug combinations with 297,098 pairs across 59 cell lines. The task is: Regression. Given two drug SMILES strings and cell line genomic features, predict the synergy score measuring deviation from expected non-interaction effect. (1) Drug 1: CC1=C(C=C(C=C1)NC2=NC=CC(=N2)N(C)C3=CC4=NN(C(=C4C=C3)C)C)S(=O)(=O)N.Cl. Drug 2: C1CN(CCN1C(=O)CCBr)C(=O)CCBr. Cell line: SW-620. Synergy scores: CSS=7.45, Synergy_ZIP=-0.735, Synergy_Bliss=-2.06, Synergy_Loewe=-18.8, Synergy_HSA=-11.8. (2) Drug 1: CCC1=CC2CC(C3=C(CN(C2)C1)C4=CC=CC=C4N3)(C5=C(C=C6C(=C5)C78CCN9C7C(C=CC9)(C(C(C8N6C)(C(=O)OC)O)OC(=O)C)CC)OC)C(=O)OC.C(C(C(=O)O)O)(C(=O)O)O. Drug 2: C1C(C(OC1N2C=NC3=C(N=C(N=C32)Cl)N)CO)O. Cell line: M14. Synergy scores: CSS=24.8, Synergy_ZIP=-0.100, Synergy_Bliss=2.63, Synergy_Loewe=-5.30, Synergy_HSA=2.09. (3) Drug 1: CC1CCC2CC(C(=CC=CC=CC(CC(C(=O)C(C(C(=CC(C(=O)CC(OC(=O)C3CCCCN3C(=O)C(=O)C1(O2)O)C(C)CC4CCC(C(C4)OC)O)C)C)O)OC)C)C)C)OC. Drug 2: CC1=C2C(C(=O)C3(C(CC4C(C3C(C(C2(C)C)(CC1OC(=O)C(C(C5=CC=CC=C5)NC(=O)OC(C)(C)C)O)O)OC(=O)C6=CC=CC=C6)(CO4)OC(=O)C)O)C)O. Cell line: SK-MEL-28. Synergy scores: CSS=2.73, Synergy_ZIP=-0.712, Synergy_Bliss=1.86, Synergy_Loewe=-4.42, Synergy_HSA=-0.790. (4) Drug 1: CC1C(C(CC(O1)OC2CC(CC3=C2C(=C4C(=C3O)C(=O)C5=C(C4=O)C(=CC=C5)OC)O)(C(=O)CO)O)N)O.Cl. Drug 2: C1=C(C(=O)NC(=O)N1)F. Cell line: SK-MEL-5. Synergy scores: CSS=41.9, Synergy_ZIP=2.01, Synergy_Bliss=1.99, Synergy_Loewe=2.85, Synergy_HSA=2.94. (5) Drug 1: C1C(C(OC1N2C=NC3=C2NC=NCC3O)CO)O. Drug 2: C(CCl)NC(=O)N(CCCl)N=O. Cell line: MALME-3M. Synergy scores: CSS=7.16, Synergy_ZIP=-3.02, Synergy_Bliss=-2.62, Synergy_Loewe=-55.8, Synergy_HSA=-0.957.